Dataset: Catalyst prediction with 721,799 reactions and 888 catalyst types from USPTO. Task: Predict which catalyst facilitates the given reaction. (1) Reactant: [F:1][C:2]1[CH:11]=[CH:10][C:5]([C:6]([O:8][CH3:9])=[O:7])=[C:4]([O:12][C:13]2[CH:14]=[N:15][C:16]([NH:19][CH3:20])=[CH:17][CH:18]=2)[CH:3]=1.[Cl:21]N1C(=O)CCC1=O. Product: [Cl:21][C:17]1[CH:18]=[C:13]([O:12][C:4]2[CH:3]=[C:2]([F:1])[CH:11]=[CH:10][C:5]=2[C:6]([O:8][CH3:9])=[O:7])[CH:14]=[N:15][C:16]=1[NH:19][CH3:20]. The catalyst class is: 42. (2) Reactant: [NH2:1][C:2](=[NH:9])[CH2:3][C:4]([O:6][CH2:7][CH3:8])=[O:5].C1CCN2C(=NCCC2)CC1.C(O[CH:24]=[CH:25][C:26](=O)[C:27]([F:30])([F:29])[F:28])C. Product: [NH2:9][C:2]1[N:1]=[C:26]([C:27]([F:30])([F:29])[F:28])[CH:25]=[CH:24][C:3]=1[C:4]([O:6][CH2:7][CH3:8])=[O:5]. The catalyst class is: 10. (3) Reactant: Cl[C:2]1[N:7]=[CH:6][C:5]([C:8]2[O:12][N:11]=[C:10]([C:13]3[CH:21]=[CH:20][C:19]4[NH:18][C:17]5[CH:22]([CH2:25][C:26]([O:28]CC)=[O:27])[CH2:23][CH2:24][C:16]=5[C:15]=4[CH:14]=3)[N:9]=2)=[CH:4][CH:3]=1.[CH3:31][CH:32]([OH:34])[CH3:33].CC([O-])(C)C.[K+].[OH-].[Na+]. Product: [CH:32]([O:34][C:2]1[N:7]=[CH:6][C:5]([C:8]2[O:12][N:11]=[C:10]([C:13]3[CH:21]=[CH:20][C:19]4[NH:18][C:17]5[CH:22]([CH2:25][C:26]([OH:28])=[O:27])[CH2:23][CH2:24][C:16]=5[C:15]=4[CH:14]=3)[N:9]=2)=[CH:4][CH:3]=1)([CH3:33])[CH3:31]. The catalyst class is: 18. (4) Product: [Cl:11][C:12]1[C:17]([C:5]2[CH:6]=[CH:7][C:2]([F:1])=[CH:3][CH:4]=2)=[CH:16][C:15]([OH:18])=[CH:14][CH:13]=1. Reactant: [F:1][C:2]1[CH:7]=[CH:6][C:5](B(O)O)=[CH:4][CH:3]=1.[Cl:11][C:12]1[CH:17]=[CH:16][C:15]([OH:18])=[CH:14][C:13]=1I.C(=O)([O-])[O-].[Cs+].[Cs+]. The catalyst class is: 333. (5) Reactant: Cl[C:2]1[N:7]([CH2:8][CH2:9][CH3:10])[C:6](=[O:11])[N:5]([CH3:12])[C:4](=[O:13])[CH:3]=1.O.[SH-:15].[Na+]. Product: [SH:15][C:2]1[N:7]([CH2:8][CH2:9][CH3:10])[C:6](=[O:11])[N:5]([CH3:12])[C:4](=[O:13])[CH:3]=1. The catalyst class is: 8. (6) Reactant: C(O)(=O)/C=C/C(O)=O.[S:9]1[CH:13]=[CH:12][C:11]2[CH:14]=[C:15]([CH:18]3[C:27]4[C:22](=[CH:23][C:24]([O:28][CH3:29])=[CH:25][CH:26]=4)[CH2:21][N:20]([CH3:30])[CH2:19]3)[CH:16]=[CH:17][C:10]1=2.S(O)(C)(=O)=O.[OH-].[Na+]. Product: [S:9]1[CH:13]=[CH:12][C:11]2[CH:14]=[C:15]([CH:18]3[C:27]4[C:22](=[CH:23][C:24]([O:28][CH3:29])=[CH:25][CH:26]=4)[CH2:21][N:20]([CH3:30])[CH2:19]3)[CH:16]=[CH:17][C:10]1=2. The catalyst class is: 2.